From a dataset of Catalyst prediction with 721,799 reactions and 888 catalyst types from USPTO. Predict which catalyst facilitates the given reaction. (1) Reactant: [Br:1][C:2]1[CH:3]=[C:4]([O:9][C:10]2[C:11]([F:35])=[C:12]([CH2:17][NH:18][C:19]([C:21]3[N:25](COCC[Si](C)(C)C)[CH:24]=[N:23][C:22]=3[Cl:34])=[O:20])[CH:13]=[CH:14][C:15]=2[Cl:16])[CH:5]=[C:6]([Cl:8])[CH:7]=1.C(O)(C(F)(F)F)=O. Product: [Br:1][C:2]1[CH:3]=[C:4]([O:9][C:10]2[C:11]([F:35])=[C:12]([CH2:17][NH:18][C:19]([C:21]3[NH:25][CH:24]=[N:23][C:22]=3[Cl:34])=[O:20])[CH:13]=[CH:14][C:15]=2[Cl:16])[CH:5]=[C:6]([Cl:8])[CH:7]=1. The catalyst class is: 2. (2) Reactant: BrBr.S1C=CC(C=O)=C1C=O.Br[C:13]1[C:14]([CH:21]=[O:22])=[C:15]([CH:19]=[O:20])[S:16][C:17]=1[Br:18].C(Cl)Cl. Product: [Br:18][C:17]1[S:16][C:15]([CH:19]=[O:20])=[C:14]([CH:21]=[O:22])[CH:13]=1. The catalyst class is: 15. (3) Reactant: [H-].[Na+].[NH2:3][C@@H:4]([CH:7]1[CH2:9][CH2:8]1)[CH2:5][OH:6].Cl[CH2:11][C:12](OCC)=[O:13]. Product: [CH:7]1([C@@H:4]2[NH:3][C:12](=[O:13])[CH2:11][O:6][CH2:5]2)[CH2:9][CH2:8]1. The catalyst class is: 11. (4) Reactant: [C:1]([O:5][C:6](=[O:16])[CH:7]=[C:8]1[CH:12]=[C:11]([CH2:13]C)[C:10](=O)[O:9]1)([CH3:4])([CH3:3])[CH3:2].[NH2:17][NH2:18].O.NN. Product: [C:1]([O:5][C:6](=[O:16])[CH2:7][C:8]1[CH:12]=[C:11]([CH3:13])[C:10](=[O:9])[NH:18][N:17]=1)([CH3:4])([CH3:3])[CH3:2]. The catalyst class is: 179. (5) Reactant: [C:1]1([N:7]2[CH2:12][CH2:11][N:10]([C:13]([C:15]3([NH:21]C(=O)OC(C)(C)C)[CH2:20][CH2:19][CH2:18][CH2:17][CH2:16]3)=[O:14])[CH2:9][CH2:8]2)[CH:6]=[CH:5][CH:4]=[CH:3][CH:2]=1. Product: [NH2:21][C:15]1([C:13]([N:10]2[CH2:9][CH2:8][N:7]([C:1]3[CH:6]=[CH:5][CH:4]=[CH:3][CH:2]=3)[CH2:12][CH2:11]2)=[O:14])[CH2:16][CH2:17][CH2:18][CH2:19][CH2:20]1. The catalyst class is: 157. (6) Reactant: [N:1]1[C:2]([CH2:10][OH:11])=[CH:3][N:4]2[CH:9]=[CH:8][CH:7]=[CH:6][C:5]=12.[CH:12]([Si:15](Cl)([CH:19]([CH3:21])[CH3:20])[CH:16]([CH3:18])[CH3:17])([CH3:14])[CH3:13].O. Product: [CH:12]([Si:15]([CH:19]([CH3:21])[CH3:20])([CH:16]([CH3:18])[CH3:17])[O:11][CH2:10][C:2]1[N:1]=[C:5]2[CH:6]=[CH:7][CH:8]=[CH:9][N:4]2[CH:3]=1)([CH3:14])[CH3:13]. The catalyst class is: 4. (7) Reactant: [CH2:1]1[C:5]2([CH2:10][CH2:9][CH:8]([OH:11])[CH2:7][CH2:6]2)[CH2:4][CH2:3][CH2:2]1.C1C=CC(P(C2C=CC=CC=2)C2C=CC=CC=2)=CC=1.[Br:31][C:32]1[CH:37]=[CH:36][C:35](O)=[CH:34][CH:33]=1.CC(OC(/N=N/C(OC(C)C)=O)=O)C. Product: [Br:31][C:32]1[CH:37]=[CH:36][C:35]([O:11][CH:8]2[CH2:9][CH2:10][C:5]3([CH2:1][CH2:2][CH2:3][CH2:4]3)[CH2:6][CH2:7]2)=[CH:34][CH:33]=1. The catalyst class is: 11.